The task is: Predict the product of the given reaction.. This data is from Forward reaction prediction with 1.9M reactions from USPTO patents (1976-2016). (1) Given the reactants [NH:1]1[C:5]2=[N:6][CH:7]=[CH:8][CH:9]=[C:4]2[C:3]([CH:10]=[C:11]2[O:15][C:14]([NH:16][C:17]([C:20]3[CH:25]=[CH:24][CH:23]=[CH:22][CH:21]=3)([CH3:19])[CH3:18])=[C:13](C(OCC)=O)[C:12]2=[O:31])=[CH:2]1.[OH-].[K+], predict the reaction product. The product is: [NH:1]1[C:5]2=[N:6][CH:7]=[CH:8][CH:9]=[C:4]2[C:3]([CH:10]=[C:11]2[C:12](=[O:31])[CH:13]=[C:14]([NH:16][C:17]([C:20]3[CH:21]=[CH:22][CH:23]=[CH:24][CH:25]=3)([CH3:19])[CH3:18])[O:15]2)=[CH:2]1. (2) Given the reactants C([O:8][C:9]1[CH:14]=[CH:13][C:12](/[CH:15]=[C:16](\[O:22][CH2:23][CH3:24])/[C:17]([O:19][CH2:20][CH3:21])=[O:18])=[CH:11][C:10]=1[N+:25]([O-])=O)C1C=CC=CC=1, predict the reaction product. The product is: [NH2:25][C:10]1[CH:11]=[C:12]([CH2:15][CH:16]([O:22][CH2:23][CH3:24])[C:17]([O:19][CH2:20][CH3:21])=[O:18])[CH:13]=[CH:14][C:9]=1[OH:8]. (3) Given the reactants [CH:1]1([N:5]2[CH2:10][CH2:9][N:8]([C:11]([C:13]3[CH:14]=[C:15]4[C:19](=[CH:20][CH:21]=3)[NH:18][C:17]([C:22]([N:24]3[CH2:29][CH2:28][C:27]([F:31])([F:30])[CH2:26][CH2:25]3)=[O:23])=[CH:16]4)=[O:12])[CH2:7][CH2:6]2)[CH2:4][CH2:3][CH2:2]1.[CH3:32][S:33]([C:36]1[CH:41]=[CH:40][C:39](B(O)O)=[CH:38][CH:37]=1)(=[O:35])=[O:34].N1C=CC=CC=1, predict the reaction product. The product is: [CH:1]1([N:5]2[CH2:6][CH2:7][N:8]([C:11]([C:13]3[CH:14]=[C:15]4[C:19](=[CH:20][CH:21]=3)[N:18]([C:39]3[CH:40]=[CH:41][C:36]([S:33]([CH3:32])(=[O:35])=[O:34])=[CH:37][CH:38]=3)[C:17]([C:22]([N:24]3[CH2:25][CH2:26][C:27]([F:30])([F:31])[CH2:28][CH2:29]3)=[O:23])=[CH:16]4)=[O:12])[CH2:9][CH2:10]2)[CH2:2][CH2:3][CH2:4]1.